From a dataset of Forward reaction prediction with 1.9M reactions from USPTO patents (1976-2016). Predict the product of the given reaction. Given the reactants Cl.[OH:2][N:3]1[CH:7]=[CH:6][N:5]=[C:4]1[C:8]1[CH:13]=[CH:12][C:11]([N+:14]([O-:16])=[O:15])=[CH:10][CH:9]=1.[CH3:17][N:18]([C:22]1[CH:27]=[CH:26][CH:25]=[CH:24][CH:23]=1)[C:19](Cl)=[O:20], predict the reaction product. The product is: [N+:14]([C:11]1[CH:10]=[CH:9][C:8]([C:4]2[N:3]([O:2][C:19](=[O:20])[N:18]([CH3:17])[C:22]3[CH:27]=[CH:26][CH:25]=[CH:24][CH:23]=3)[CH:7]=[CH:6][N:5]=2)=[CH:13][CH:12]=1)([O-:16])=[O:15].